From a dataset of Forward reaction prediction with 1.9M reactions from USPTO patents (1976-2016). Predict the product of the given reaction. (1) Given the reactants [Br:1][C:2]1[C:6]2[N:7]=[C:8]([Cl:12])[N:9]=[C:10](Cl)[C:5]=2[S:4][CH:3]=1.[CH2:13]([NH2:16])[CH:14]=[CH2:15], predict the reaction product. The product is: [CH2:13]([NH:16][C:10]1[C:5]2[S:4][CH:3]=[C:2]([Br:1])[C:6]=2[N:7]=[C:8]([Cl:12])[N:9]=1)[CH:14]=[CH2:15]. (2) Given the reactants Cl[C:2]1[N:7]=[C:6]([O:8][CH3:9])[CH:5]=[C:4]([N:10]2[CH2:14][CH2:13][CH2:12][CH2:11]2)[N:3]=1.[C:15]([O-:18])(=[O:17])C.[Na+].[CH3:20]O, predict the reaction product. The product is: [CH3:9][O:8][C:6]1[CH:5]=[C:4]([N:10]2[CH2:14][CH2:13][CH2:12][CH2:11]2)[N:3]=[C:2]([C:15]([O:18][CH3:20])=[O:17])[N:7]=1.